This data is from Full USPTO retrosynthesis dataset with 1.9M reactions from patents (1976-2016). The task is: Predict the reactants needed to synthesize the given product. (1) Given the product [C:2]([C:7]1[O:11][C:10]([CH2:12][N:13]2[CH:17]=[C:16]([NH:18][C:33]([C:29]3[N:30]=[CH:31][O:32][C:28]=3[C:25]3[CH:24]=[CH:23][C:22]([O:21][C:20]([F:36])([F:19])[F:37])=[CH:27][CH:26]=3)=[O:34])[CH:15]=[N:14]2)=[CH:9][CH:8]=1)(=[O:6])[CH3:1], predict the reactants needed to synthesize it. The reactants are: [CH3:1][C:2]1([C:7]2[O:11][C:10]([CH2:12][N:13]3[CH:17]=[C:16]([NH2:18])[CH:15]=[N:14]3)=[CH:9][CH:8]=2)[O:6]CCO1.[F:19][C:20]([F:37])([F:36])[O:21][C:22]1[CH:27]=[CH:26][C:25]([C:28]2[O:32][CH:31]=[N:30][C:29]=2[C:33](O)=[O:34])=[CH:24][CH:23]=1. (2) Given the product [C:23]([O:22][C:20]([N:16]1[CH2:17][CH2:18][CH2:19][CH:14]([O:13][C:31]2[C:36]([Cl:37])=[CH:35][C:34]([NH:38][C:39]3[NH:43][N:42]=[C:41]([NH2:44])[N:40]=3)=[CH:33][C:32]=2[Cl:45])[CH2:15]1)=[O:21])([CH3:26])([CH3:24])[CH3:25], predict the reactants needed to synthesize it. The reactants are: CC1(C)C(C)(C)OB(C2C=CC([O:13][CH:14]3[CH2:19][CH2:18][CH2:17][N:16]([C:20]([O:22][C:23]([CH3:26])([CH3:25])[CH3:24])=[O:21])[CH2:15]3)=CC=2)O1.Br[C:31]1[C:36]([Cl:37])=[CH:35][C:34]([NH:38][C:39]2[NH:43][N:42]=[C:41]([NH2:44])[N:40]=2)=[CH:33][C:32]=1[Cl:45].ClC1C=C(N=C=S)C=C(C(F)(F)F)C=1C1C=CC(S(NC2(C)CC2)(=O)=O)=CC=1.C(=O)([O-])[O-].[Na+].[Na+].C([O-])(O)=O.[Na+].